This data is from Reaction yield outcomes from USPTO patents with 853,638 reactions. The task is: Predict the reaction yield, written as a fraction of the theoretical maximum amount of product (1.0 means a 100% yield; for example, 0.34 means a 34% yield). (1) The reactants are [C:1]([C:5]1[CH:10]=[C:9]([Br:11])[C:8]([N+:12]([O-:14])=[O:13])=[CH:7][C:6]=1[OH:15])([CH3:4])([CH3:3])[CH3:2].[C:16]([O-])([O-])=O.[Cs+].[Cs+].CI. The catalyst is CN(C=O)C.O. The product is [C:1]([C:5]1[CH:10]=[C:9]([Br:11])[C:8]([N+:12]([O-:14])=[O:13])=[CH:7][C:6]=1[O:15][CH3:16])([CH3:4])([CH3:2])[CH3:3]. The yield is 0.690. (2) The reactants are [NH2:1][C:2]1[CH:7]=[C:6]([CH3:8])[C:5]([NH2:9])=[CH:4][N:3]=1.[CH2:10](N(CC)CC)C.C1COCC1.[CH3:22][C:23]([CH3:28])([CH3:27])[C:24](Cl)=[O:25].C(O)(=O)[CH2:30][C:31]([CH2:36]C(O)=O)([C:33](O)=[O:34])O. The catalyst is CN(C1C=CN=CC=1)C. The product is [CH3:22][C:23]([CH3:28])([CH3:27])[C:24]([NH:1][C:2]1[N:3]=[CH:4][C:5]([NH:9][C:33](=[O:34])[C:31]([CH3:36])([CH3:30])[CH3:10])=[C:6]([CH3:8])[CH:7]=1)=[O:25]. The yield is 0.600. (3) The catalyst is ClCCl. The product is [CH3:17][S:18]([O:9][CH2:8][C:6]1[CH:5]=[CH:4][N:3]=[C:2]([Cl:1])[CH:7]=1)(=[O:20])=[O:19]. The reactants are [Cl:1][C:2]1[CH:7]=[C:6]([CH2:8][OH:9])[CH:5]=[CH:4][N:3]=1.C(N(CC)CC)C.[CH3:17][S:18](Cl)(=[O:20])=[O:19]. The yield is 0.680. (4) The reactants are N[C:2]1C=C(I)C=CC=1C(OC)=O.[I:13][C:14]1[CH:22]=[CH:21][C:17]([C:18]([OH:20])=[O:19])=[C:16]([N+:23]([O-:25])=[O:24])[CH:15]=1.C1CCN2C(=NCCC2)CC1.IC. The catalyst is CN(C=O)C.O. The product is [I:13][C:14]1[CH:22]=[CH:21][C:17]([C:18]([O:20][CH3:2])=[O:19])=[C:16]([N+:23]([O-:25])=[O:24])[CH:15]=1. The yield is 0.950. (5) The reactants are C[O:2][C:3]([C:5]1[O:9][C:8]([C:10]2[CH:15]=[CH:14][C:13]([C:16]#[N:17])=[CH:12][CH:11]=2)=[N:7][C:6]=1[CH3:18])=[O:4].[OH-].[Na+].Cl. The catalyst is C1COCC1. The product is [C:16]([C:13]1[CH:12]=[CH:11][C:10]([C:8]2[O:9][C:5]([C:3]([OH:4])=[O:2])=[C:6]([CH3:18])[N:7]=2)=[CH:15][CH:14]=1)#[N:17]. The yield is 1.00. (6) The reactants are Br[C:2]1[S:3][C:4]([CH3:7])=[CH:5][CH:6]=1.[Mg].[CH:9]([C@@H:11]1[N:15]([CH3:16])[C:14](=[O:17])[CH2:13][C@@H:12]1[C:18]1[CH:23]=[CH:22][CH:21]=[CH:20][CH:19]=1)=[O:10].[NH4+].[Cl-]. The catalyst is C1COCC1. The product is [OH:10][C@H:9]([C:2]1[S:3][C:4]([CH3:7])=[CH:5][CH:6]=1)[C@@H:11]1[N:15]([CH3:16])[C:14](=[O:17])[CH2:13][C@@H:12]1[C:18]1[CH:23]=[CH:22][CH:21]=[CH:20][CH:19]=1. The yield is 0.520. (7) The reactants are Cl.Cl.[NH2:3][C:4]1[CH:5]=[C:6]([CH:15]=[CH:16][CH:17]=1)[O:7][C:8]1[CH:9]=[CH:10][C:11]([NH2:14])=[N:12][CH:13]=1.[F:18][C:19]([F:30])([F:29])[C:20]1[CH:21]=[C:22]([CH:26]=[CH:27][CH:28]=1)[C:23](Cl)=[O:24]. The catalyst is CN(C)C(=O)C. The product is [NH2:14][C:11]1[N:12]=[CH:13][C:8]([O:7][C:6]2[CH:5]=[C:4]([NH:3][C:23](=[O:24])[C:22]3[CH:26]=[CH:27][CH:28]=[C:20]([C:19]([F:18])([F:29])[F:30])[CH:21]=3)[CH:17]=[CH:16][CH:15]=2)=[CH:9][CH:10]=1. The yield is 0.830. (8) The reactants are Br[C:2]1[CH:3]=[C:4]([C:8]2([CH3:16])[CH2:13][O:12][N:11]([CH3:14])[C:10](=[NH:15])[NH:9]2)[CH:5]=[CH:6][CH:7]=1.[C:17]([C:19]1[CH:20]=[C:21](B(O)O)[CH:22]=[CH:23][CH:24]=1)#[N:18].C([O-])([O-])=O.[K+].[K+]. The catalyst is C(O)C. The product is [C:17]([C:19]1[CH:24]=[C:23]([C:2]2[CH:3]=[C:4]([C:8]3([CH3:16])[CH2:13][O:12][N:11]([CH3:14])[C:10](=[NH:15])[NH:9]3)[CH:5]=[CH:6][CH:7]=2)[CH:22]=[CH:21][CH:20]=1)#[N:18]. The yield is 0.440. (9) The reactants are [NH2:1][C:2]1[CH:3]=[CH:4][C:5]([C:8]#[N:9])=[N:6][CH:7]=1.N1C=CC=CC=1.Cl[C:17]([O:19][C:20]1[CH:25]=[CH:24][CH:23]=[CH:22][CH:21]=1)=[O:18]. The catalyst is O1CCCC1.C(#N)C.O. The product is [C:8]([C:5]1[N:6]=[CH:7][C:2]([NH:1][C:17](=[O:18])[O:19][C:20]2[CH:25]=[CH:24][CH:23]=[CH:22][CH:21]=2)=[CH:3][CH:4]=1)#[N:9]. The yield is 0.880. (10) The reactants are [Li+].CC([N-]C(C)C)C.[F:9][C:10]1[CH:11]=[C:12]([C@:17]2([CH2:30][N:31]3[CH:35]=[N:34][CH:33]=[N:32]3)[C@@H:19]([C:20]3[CH:25]=[CH:24][CH:23]=[CH:22][C:21]=3[C:26]([F:29])([F:28])[F:27])[O:18]2)[CH:13]=[CH:14][C:15]=1[F:16].[CH3:36][S:37]SC.[Cl-].[NH4+]. The catalyst is O1CCCC1. The product is [F:9][C:10]1[CH:11]=[C:12]([C@:17]2([CH2:30][N:31]3[C:35]([S:37][CH3:36])=[N:34][CH:33]=[N:32]3)[C@@H:19]([C:20]3[CH:25]=[CH:24][CH:23]=[CH:22][C:21]=3[C:26]([F:29])([F:27])[F:28])[O:18]2)[CH:13]=[CH:14][C:15]=1[F:16]. The yield is 0.400.